This data is from Full USPTO retrosynthesis dataset with 1.9M reactions from patents (1976-2016). The task is: Predict the reactants needed to synthesize the given product. (1) Given the product [CH2:1]([C:15]1[CH:16]=[C:11]([CH:12]=[CH:13][CH:14]=1)[CH2:10][OH:9])[C:2]1[CH:7]=[CH:6][CH:5]=[CH:4][CH:3]=1, predict the reactants needed to synthesize it. The reactants are: [CH2:1](Br)[C:2]1[CH:7]=[CH:6][CH:5]=[CH:4][CH:3]=1.[OH:9][CH2:10][C:11]1[CH:12]=[C:13](B(O)O)[CH:14]=[CH:15][CH:16]=1.[O-]P([O-])([O-])=O.[K+].[K+].[K+]. (2) Given the product [C:2]1([C:1]([CH:9]2[CH2:15][C@H:14]3[C:16]4([O:20][CH2:19][CH2:18][O:17]4)[C@H:11]([CH2:12][CH2:13]3)[CH2:10]2)=[O:8])[CH:3]=[CH:4][CH:5]=[CH:6][CH:7]=1, predict the reactants needed to synthesize it. The reactants are: [C:1]([CH:9]1[CH2:15][C@H:14]2[C:16](=[O:17])[C@H:11]([CH2:12][CH2:13]2)[CH2:10]1)(=[O:8])[C:2]1[CH:7]=[CH:6][CH:5]=[CH:4][CH:3]=1.[CH2:18](O)[CH2:19][OH:20].CC1C=CC(S(O)(=O)=O)=CC=1.C([O-])(O)=O.[Na+]. (3) Given the product [CH:9]1([CH2:12][O:13][C:2]2[CH:7]=[CH:6][C:5]([Br:8])=[CH:4][N:3]=2)[CH2:11][CH2:10]1, predict the reactants needed to synthesize it. The reactants are: Br[C:2]1[CH:7]=[CH:6][C:5]([Br:8])=[CH:4][N:3]=1.[CH:9]1([CH2:12][OH:13])[CH2:11][CH2:10]1. (4) Given the product [OH:10][CH2:11][CH2:13][CH2:14][CH2:15]/[CH:4]=[C:3](\[CH3:38])/[C:2]([O:1][CH2:6][CH3:5])=[O:7], predict the reactants needed to synthesize it. The reactants are: [O:1]1[CH2:6][CH2:5][CH2:4][CH2:3][CH:2]1[OH:7].C([O:10][C:11]([CH2:13][CH:14]=[C:15]1CCP(C2C=CC=CC=2)C1(C1C=CC=CC=1)C1C=CC=CC=1)=O)C.[CH:38]1C=CC=CC=1. (5) Given the product [C:41]1([C@@H:47]([NH:50][C:31]([C:16]2[C:15]3[C:10](=[CH:11][CH:12]=[CH:13][CH:14]=3)[N:9]=[C:8]([C:2]3[CH:7]=[CH:6][CH:5]=[CH:4][CH:3]=3)[C:17]=2[CH2:18][N:19]2[CH2:20][CH2:21][CH:22]([C:25]3[CH:30]=[CH:29][CH:28]=[CH:27][CH:26]=3)[CH2:23][CH2:24]2)=[O:33])[CH2:48][CH3:49])[CH:46]=[CH:45][CH:44]=[CH:43][CH:42]=1, predict the reactants needed to synthesize it. The reactants are: Cl.[C:2]1([C:8]2[C:17]([CH2:18][N:19]3[CH2:24][CH2:23][CH:22]([C:25]4[CH:30]=[CH:29][CH:28]=[CH:27][CH:26]=4)[CH2:21][CH2:20]3)=[C:16]([C:31]([OH:33])=O)[C:15]3[C:10](=[CH:11][CH:12]=[CH:13][CH:14]=3)[N:9]=2)[CH:7]=[CH:6][CH:5]=[CH:4][CH:3]=1.C(N(CC)CC)C.[C:41]1([C@@H:47]([NH2:50])[CH2:48][CH3:49])[CH:46]=[CH:45][CH:44]=[CH:43][CH:42]=1. (6) Given the product [C:27]([O:26][N:18]1[CH2:17][CH2:16][C:15]2[C:19]1=[N:20][C:21]1[N:25]([C:14]=2[NH:13][C:10]2[CH:9]=[CH:8][C:7]([O:6][CH2:4][CH3:5])=[CH:12][CH:11]=2)[N:24]=[CH:23][CH:22]=1)(=[O:29])[CH3:28], predict the reactants needed to synthesize it. The reactants are: C(Cl)Cl.[CH2:4]([O:6][C:7]1[CH:12]=[CH:11][C:10]([NH:13][C:14]2[N:25]3[C:21](=[CH:22][CH:23]=[N:24]3)[N:20]=[C:19]3[C:15]=2[CH2:16][CH2:17][N:18]3[OH:26])=[CH:9][CH:8]=1)[CH3:5].[C:27](OC(=O)C)(=[O:29])[CH3:28]. (7) Given the product [OH:45][CH2:46][C:47]([C@H:49]([C@@H:51]([C@@H:53]([CH2:55][OH:56])[OH:54])[OH:52])[OH:50])=[O:48].[CH:34]1[N:35]=[C:36]([NH2:37])[C:31]2[N:30]=[CH:29][N:28]([C@@H:26]3[O:27][C@H:23]([CH2:22][O:21][P:18]([O:17][P:14]([O:13][CH2:12][C@H:10]4[O:11][C@@H:7]([N:5]5[CH:4]=[C:3]([C:42]([NH2:44])=[O:43])[CH2:2][CH:1]=[CH:6]5)[C@H:8]([OH:41])[C@@H:9]4[OH:40])([OH:16])=[O:15])([OH:20])=[O:19])[C@@H:24]([OH:39])[C@H:25]3[OH:38])[C:32]=2[N:33]=1, predict the reactants needed to synthesize it. The reactants are: [CH:1]1[CH:6]=[N+:5]([C@@H:7]2[O:11][C@H:10]([CH2:12][O:13][P:14]([O:17][P:18]([O:21][CH2:22][C@H:23]3[O:27][C@@H:26]([N:28]4[C:32]5[N:33]=[CH:34][N:35]=[C:36]([NH2:37])[C:31]=5[N:30]=[CH:29]4)[C@H:25]([OH:38])[C@@H:24]3[OH:39])([OH:20])=[O:19])([OH:16])=[O:15])[C@@H:9]([OH:40])[C@H:8]2[OH:41])[CH:4]=[C:3]([C:42]([NH2:44])=[O:43])[CH:2]=1.[OH:45][CH2:46][C@@H:47]([C@H:49]([C@@H:51]([C@@H:53]([CH2:55][OH:56])[OH:54])[OH:52])[OH:50])[OH:48].